From a dataset of Full USPTO retrosynthesis dataset with 1.9M reactions from patents (1976-2016). Predict the reactants needed to synthesize the given product. The reactants are: [CH2:1]([C:3]1[CH:4]=[N:5][C:6]([N:9]2[CH2:14][CH2:13][CH:12]([OH:15])[CH2:11][CH2:10]2)=[N:7][CH:8]=1)[CH3:2].[H-].[Na+].[Br:18][C:19]1[C:23]2[N:24]=[CH:25][N:26]=[C:27](Cl)[C:22]=2[N:21]([CH3:29])[CH:20]=1. Given the product [Br:18][C:19]1[C:23]2[N:24]=[CH:25][N:26]=[C:27]([O:15][CH:12]3[CH2:11][CH2:10][N:9]([C:6]4[N:7]=[CH:8][C:3]([CH2:1][CH3:2])=[CH:4][N:5]=4)[CH2:14][CH2:13]3)[C:22]=2[N:21]([CH3:29])[CH:20]=1, predict the reactants needed to synthesize it.